From a dataset of Full USPTO retrosynthesis dataset with 1.9M reactions from patents (1976-2016). Predict the reactants needed to synthesize the given product. Given the product [ClH:1].[CH3:2][N:3]([CH3:15])[C@:4]12[C@H:12]3[CH2:13][C@H:9]([CH2:10][CH2:11]3)[C@@:8]1([CH3:14])[CH2:7][CH2:6][CH2:5]2, predict the reactants needed to synthesize it. The reactants are: [ClH:1].[CH3:2][NH:3][C@:4]12[C@H:12]3[CH2:13][C@H:9]([CH2:10][CH2:11]3)[C@@:8]1([CH3:14])[CH2:7][CH2:6][CH2:5]2.[C:15](=O)([O-])[O-].[K+].[K+].IC.